From a dataset of Catalyst prediction with 721,799 reactions and 888 catalyst types from USPTO. Predict which catalyst facilitates the given reaction. (1) Reactant: [F:1][C@@H:2]1[C@@H:7]([OH:8])[CH2:6][CH2:5][C@@H:4]([C:9]([O:11][CH2:12][CH3:13])=[O:10])[CH2:3]1.[CH3:14][C:15]([Si:18](Cl)([CH3:20])[CH3:19])([CH3:17])[CH3:16].C(Cl)Cl.N1C=CN=C1. Product: [Si:18]([O:8][C@H:7]1[CH2:6][CH2:5][C@@H:4]([C:9]([O:11][CH2:12][CH3:13])=[O:10])[CH2:3][C@@H:2]1[F:1])([C:15]([CH3:17])([CH3:16])[CH3:14])([CH3:20])[CH3:19]. The catalyst class is: 6. (2) Reactant: [H-].[Na+].[Cl:3][C:4]1[C:9]([C:10]2[NH:14][C:13]3[CH:15]=[C:16]([F:20])[C:17]([F:19])=[CH:18][C:12]=3[N:11]=2)=[CH:8][CH:7]=[CH:6][N:5]=1.Br[CH2:22][CH:23]1[CH2:28][CH2:27][CH2:26][CH2:25][CH2:24]1. Product: [Cl:3][C:4]1[C:9]([C:10]2[N:11]([CH2:22][CH:23]3[CH2:28][CH2:27][CH2:26][CH2:25][CH2:24]3)[C:12]3[CH:18]=[C:17]([F:19])[C:16]([F:20])=[CH:15][C:13]=3[N:14]=2)=[CH:8][CH:7]=[CH:6][N:5]=1. The catalyst class is: 9. (3) Reactant: [CH3:1][C:2]1[S:3][CH:4]=[C:5]([C:7]([NH:9][C:10]2[C:11]3[C:15]([CH:16]=[C:17](B4OC(C)(C)CC(C)(C)O4)[CH:18]=2)=[N:14][N:13](C2CCCCO2)[CH:12]=3)=[O:8])[N:6]=1.Br[C:36]1[CH:44]=[CH:43][CH:42]=[C:41]2[C:37]=1[CH:38]=[C:39]([CH3:45])[NH:40]2.C(=O)([O-])[O-].[Na+].[Na+]. Product: [CH3:1][C:2]1[S:3][CH:4]=[C:5]([C:7]([NH:9][C:10]2[CH:18]=[C:17]([C:36]3[CH:44]=[CH:43][CH:42]=[C:41]4[C:37]=3[CH:38]=[C:39]([CH3:45])[NH:40]4)[CH:16]=[C:15]3[C:11]=2[CH:12]=[N:13][NH:14]3)=[O:8])[N:6]=1. The catalyst class is: 117. (4) Reactant: [N:1]#[C:2][NH2:3].[CH3:4][O-].[Na+].[Cl:7][C:8]1[CH:13]=[C:12]([N:14]=[C:15]=[S:16])[CH:11]=[C:10]([Cl:17])[C:9]=1[S:18][C:19]1[CH:24]=[CH:23][C:22]([O:25][CH3:26])=[CH:21][CH:20]=1.IC. Product: [C:2](/[N:3]=[C:15](\[S:16][CH3:4])/[NH:14][C:12]1[CH:11]=[C:10]([Cl:17])[C:9]([S:18][C:19]2[CH:24]=[CH:23][C:22]([O:25][CH3:26])=[CH:21][CH:20]=2)=[C:8]([Cl:7])[CH:13]=1)#[N:1]. The catalyst class is: 442. (5) Reactant: C[Si]([N-][Si](C)(C)C)(C)C.[Li+].[Cl:11][C:12]1[CH:17]=[CH:16][CH:15]=[CH:14][C:13]=1[C:18]1[CH:27]=[C:26]([O:28][CH3:29])[CH:25]=[C:24]2[C:19]=1[CH:20]=[CH:21][C:22](=[O:38])[N:23]2[C:30]1[C:35]([Cl:36])=[CH:34][CH:33]=[CH:32][C:31]=1[Cl:37].CI.Cl[C:42]1C=CC=CC=1C1C=C(O)C=C2C=1C=CC(=O)N2C1C(Cl)=CC=CC=1Cl. Product: [Cl:11][C:12]1[CH:17]=[CH:16][CH:15]=[CH:14][C:13]=1[C:18]1[CH:27]=[C:26]([O:28][CH3:29])[CH:25]=[C:24]2[C:19]=1[CH2:20][CH:21]([CH3:42])[C:22](=[O:38])[N:23]2[C:30]1[C:31]([Cl:37])=[CH:32][CH:33]=[CH:34][C:35]=1[Cl:36]. The catalyst class is: 1. (6) Reactant: [F:1][C:2]1[CH:25]=[C:24]([N+:26]([O-:28])=[O:27])[CH:23]=[CH:22][C:3]=1[O:4][C:5]1[CH:10]=[CH:9][N:8]=[CH:7][C:6]=1[C:11]#[C:12][CH2:13][NH:14]C(=O)OC(C)(C)C.C(O)(C(F)(F)F)=O. Product: [F:1][C:2]1[CH:25]=[C:24]([N+:26]([O-:28])=[O:27])[CH:23]=[CH:22][C:3]=1[O:4][C:5]1[CH:10]=[CH:9][N:8]=[CH:7][C:6]=1[C:11]#[C:12][CH2:13][NH2:14]. The catalyst class is: 2. (7) Reactant: Cl.[NH:2]1[CH2:7][CH2:6][CH:5]([O:8][C:9]2[CH:17]=[CH:16][C:12]([C:13]([NH2:15])=[O:14])=[CH:11][CH:10]=2)[CH2:4][CH2:3]1.[C:18]1([CH2:24][CH2:25][CH:26]=O)[CH:23]=[CH:22][CH:21]=[CH:20][CH:19]=1.C(O[BH-](OC(=O)C)OC(=O)C)(=O)C. Product: [C:18]1([CH2:24][CH2:25][CH2:26][N:2]2[CH2:3][CH2:4][CH:5]([O:8][C:9]3[CH:17]=[CH:16][C:12]([C:13]([NH2:15])=[O:14])=[CH:11][CH:10]=3)[CH2:6][CH2:7]2)[CH:23]=[CH:22][CH:21]=[CH:20][CH:19]=1. The catalyst class is: 2.